From a dataset of Peptide-MHC class II binding affinity with 134,281 pairs from IEDB. Regression. Given a peptide amino acid sequence and an MHC pseudo amino acid sequence, predict their binding affinity value. This is MHC class II binding data. (1) The peptide sequence is VDKFLANVSTVLTGK. The MHC is DRB1_1001 with pseudo-sequence DRB1_1001. The binding affinity (normalized) is 0.665. (2) The peptide sequence is TFGAASNKAFAEGLS. The MHC is HLA-DPA10201-DPB10101 with pseudo-sequence HLA-DPA10201-DPB10101. The binding affinity (normalized) is 0.389.